Dataset: Full USPTO retrosynthesis dataset with 1.9M reactions from patents (1976-2016). Task: Predict the reactants needed to synthesize the given product. (1) Given the product [F:1][C:2]1[CH:10]=[CH:9][CH:8]=[C:7]2[C:3]=1[C:4]([C:18]([NH:20][C@H:21]1[CH2:26][CH2:25][CH2:24][CH2:23][C@@H:22]1[OH:27])=[O:19])=[CH:5][N:6]2[CH2:11][CH:12]1[CH2:17][CH2:16][N:15]([C:29]2[CH:34]=[CH:33][CH:32]=[CH:31][N:30]=2)[CH2:14][CH2:13]1, predict the reactants needed to synthesize it. The reactants are: [F:1][C:2]1[CH:10]=[CH:9][CH:8]=[C:7]2[C:3]=1[C:4]([C:18]([NH:20][C@H:21]1[CH2:26][CH2:25][CH2:24][CH2:23][C@@H:22]1[OH:27])=[O:19])=[CH:5][N:6]2[CH2:11][CH:12]1[CH2:17][CH2:16][NH:15][CH2:14][CH2:13]1.Br[C:29]1[CH:34]=[CH:33][CH:32]=[CH:31][N:30]=1.C(=O)([O-])[O-].[K+].[K+].O.CC1(C)C2C=CC=C(P(C3C=CC=CC=3)C3C=CC=CC=3)C=2OC2C1=CC=CC=2P(C1C=CC=CC=1)C1C=CC=CC=1. (2) Given the product [Br:1][C:2]1[C:3]([O:17][C:24]2[CH:23]=[CH:22][C:21]([N+:26]([O-:28])=[O:27])=[CH:20][C:19]=2[F:18])=[CH:4][C:5]2[C:9]([CH:10]=1)=[N:8][N:7]([CH:11]1[CH2:16][CH2:15][CH2:14][CH2:13][O:12]1)[CH:6]=2, predict the reactants needed to synthesize it. The reactants are: [Br:1][C:2]1[C:3]([OH:17])=[CH:4][C:5]2[C:9]([CH:10]=1)=[N:8][N:7]([CH:11]1[CH2:16][CH2:15][CH2:14][CH2:13][O:12]1)[CH:6]=2.[F:18][C:19]1[CH:20]=[C:21]([N+:26]([O-:28])=[O:27])[CH:22]=[CH:23][C:24]=1F.C([O-])(O)=O.[Na+].O. (3) Given the product [CH3:1][C:2]1[C:10]([C:11]2[S:12][C:13]([C:20]3[NH:24][CH:23]=[N:22][N:21]=3)=[C:14]([O:16][CH2:17][CH2:18][CH3:19])[N:15]=2)=[C:5]2[CH:6]=[CH:7][CH:8]=[CH:9][N:4]2[N:3]=1, predict the reactants needed to synthesize it. The reactants are: [CH3:1][C:2]1[C:10]([C:11]2[S:12][C:13]([C:20]3[NH:24][CH:23]=[N:22][N:21]=3)=[C:14]([O:16][CH2:17][CH:18]=[CH2:19])[N:15]=2)=[C:5]2[CH:6]=[CH:7][CH:8]=[CH:9][N:4]2[N:3]=1.O1CCCC1.